From a dataset of Reaction yield outcomes from USPTO patents with 853,638 reactions. Predict the reaction yield, written as a fraction of the theoretical maximum amount of product (1.0 means a 100% yield; for example, 0.34 means a 34% yield). (1) The reactants are [CH3:1][O:2][C:3]1[CH:12]=[CH:11][C:10]([O:13][CH3:14])=[C:9]2[C:4]=1[CH2:5][CH2:6][CH2:7][C:8]2=O.[NH3:16].C(O)C.[BH4-].[Na+]. The catalyst is CC(C)[O-].[Ti+4].CC(C)[O-].CC(C)[O-].CC(C)[O-]. The product is [CH3:1][O:2][C:3]1[CH:12]=[CH:11][C:10]([O:13][CH3:14])=[C:9]2[C:4]=1[CH2:5][CH2:6][CH2:7][CH:8]2[NH2:16]. The yield is 0.930. (2) The catalyst is CO.C(OCC)(=O)C. The yield is 0.720. The product is [S:14]1[CH:15]=[CH:16][CH:17]=[C:13]1[C:9]1[CH:8]=[C:7]2[C:12](=[CH:11][CH:10]=1)[CH:4]([NH2:1])[CH2:5][CH2:6]2. The reactants are [N:1]([CH:4]1[C:12]2[C:7](=[CH:8][C:9]([C:13]3[S:14][CH:15]=[CH:16][CH:17]=3)=[CH:10][CH:11]=2)[CH2:6][CH2:5]1)=[N+]=[N-].O.O.[Sn](Cl)(Cl)(Cl)Cl. (3) The reactants are C[O:2][C:3](=[O:33])[C:4]1[CH:9]=[CH:8][C:7]([CH2:10][N:11]2[CH:15]=[C:14]([C:16]3[CH:21]=[CH:20][C:19]([F:22])=[CH:18][C:17]=3[F:23])[N:13]=[C:12]2/[CH:24]=[CH:25]/[C:26]2[CH:31]=[CH:30][C:29](Br)=[CH:28][CH:27]=2)=[CH:6][CH:5]=1.[CH2:34]([O:36][C:37]1[CH:42]=[CH:41][C:40](B(O)O)=[CH:39][CH:38]=1)[CH3:35]. No catalyst specified. The product is [F:23][C:17]1[CH:18]=[C:19]([F:22])[CH:20]=[CH:21][C:16]=1[C:14]1[N:13]=[C:12](/[CH:24]=[CH:25]/[C:26]2[CH:27]=[CH:28][C:29]([C:40]3[CH:41]=[CH:42][C:37]([O:36][CH2:34][CH3:35])=[CH:38][CH:39]=3)=[CH:30][CH:31]=2)[N:11]([CH2:10][C:7]2[CH:6]=[CH:5][C:4]([C:3]([OH:2])=[O:33])=[CH:9][CH:8]=2)[CH:15]=1. The yield is 0.560. (4) The product is [CH:24]([C:27]1[CH:28]=[C:29]([CH:32]=[CH:33][CH:34]=1)[CH:30]=[N:23][NH:22][C:9]1[CH:8]=[C:7]([N:1]2[CH2:6][CH2:5][O:4][CH2:3][CH2:2]2)[N:12]2[N:13]=[C:14]([C:16]3[CH:17]=[CH:18][N:19]=[CH:20][CH:21]=3)[CH:15]=[C:11]2[N:10]=1)([CH3:26])[CH3:25]. The reactants are [N:1]1([C:7]2[N:12]3[N:13]=[C:14]([C:16]4[CH:21]=[CH:20][N:19]=[CH:18][CH:17]=4)[CH:15]=[C:11]3[N:10]=[C:9]([NH:22][NH2:23])[CH:8]=2)[CH2:6][CH2:5][O:4][CH2:3][CH2:2]1.[CH:24]([C:27]1[CH:28]=[C:29]([CH:32]=[CH:33][CH:34]=1)[CH:30]=O)([CH3:26])[CH3:25]. The yield is 0.260. The catalyst is C(O)C. (5) The reactants are [NH2:1][C:2]1[C:11]2[C:6](=[C:7](I)[C:8]([F:12])=[CH:9][CH:10]=2)[N:5]=[N:4][C:3]=1[C:14]([NH:16][CH:17]1[CH2:19][CH2:18]1)=[O:15].[F:20][C:21]1[CH:22]=[C:23](B(O)O)[CH:24]=[N:25][C:26]=1[O:27][CH3:28]. The product is [NH2:1][C:2]1[C:11]2[C:6](=[C:7]([C:23]3[CH:24]=[N:25][C:26]([O:27][CH3:28])=[C:21]([F:20])[CH:22]=3)[C:8]([F:12])=[CH:9][CH:10]=2)[N:5]=[N:4][C:3]=1[C:14]([NH:16][CH:17]1[CH2:19][CH2:18]1)=[O:15]. The yield is 0.610. No catalyst specified. (6) The reactants are [N+:1]([C:4]1[CH:25]=[CH:24][C:7]([O:8][C:9]2[CH:14]=[CH:13][N:12]=[C:11]([NH:15][C:16]([N:18]3[CH2:23][CH2:22][O:21][CH2:20][CH2:19]3)=[O:17])[CH:10]=2)=[CH:6][CH:5]=1)([O-])=O.[Cl-].[NH4+].C(OCC)(=O)C.O1CCCC1.CCCCCC. The catalyst is C(O)C.O.C(OCC)C.[Fe]. The product is [NH2:1][C:4]1[CH:25]=[CH:24][C:7]([O:8][C:9]2[CH:14]=[CH:13][N:12]=[C:11]([NH:15][C:16]([N:18]3[CH2:19][CH2:20][O:21][CH2:22][CH2:23]3)=[O:17])[CH:10]=2)=[CH:6][CH:5]=1. The yield is 0.593.